This data is from Experimentally validated miRNA-target interactions with 360,000+ pairs, plus equal number of negative samples. The task is: Binary Classification. Given a miRNA mature sequence and a target amino acid sequence, predict their likelihood of interaction. (1) The miRNA is hsa-miR-4708-5p with sequence AGAGAUGCCGCCUUGCUCCUU. The protein sequence of the target gene is MSATWTLSPEPLPPSTGPPVGAGLDAEQRTVFAFVLCLLVVLVLLMVRCVRILLDPYSRMPASSWTDHKEALERGQFDYALV. Result: 1 (interaction). (2) The miRNA is hsa-miR-6875-3p with sequence AUUCUUCCUGCCCUGGCUCCAU. The protein sequence of the target gene is MDLQGRGVPSIDRLRVLLMLFHTMAQIMAEQEVENLSGLSTNPEKDIFVVRENGTTCLMAEFAAKFIVPYDVWASNYVDLITEQADIALTRGAEVKGRCGHSQSELQVFWVDRAYALKMLFVKESHNMSKGPEATWRLSKVQFVYDSSEKTHFKDAVSAGKHTANSHHLSALVTPAGKSYECQAQQTISLASSDPQKTVTMILSAVHIQPFDIISDFVFSEEHKCPVDEREQLEETLPLILGLILGLVIMVTLAIYHVHHKMTANQVQIPRDRSQYKHMG. Result: 0 (no interaction). (3) The miRNA is hsa-miR-1295b-3p with sequence AAUAGGCCACGGAUCUGGGCAA. The protein sequence of the target gene is MARGAALALLLFGLLGVLVAAPDGGFDLSDALPDNENKKPTAIPKKPSAGDDFDLGDAVVDGENDDPRPPNPPKPMPNPNPNHPSSSGSFSDADLADGVSGGEGKGGSDGGGSHRKEGEEADAPGVIPGIVGAVVVAVAGAISSFIAYQKKKLCFKENAEQGEVDMESHRNANAEPAVQRTLLEK. Result: 0 (no interaction). (4) The miRNA is hsa-miR-19b-1-5p with sequence AGUUUUGCAGGUUUGCAUCCAGC. The protein sequence of the target gene is MASQLTQRGALFLLFFLTPAVTPTWYAGSGYYPDESYNEVYAEEVPQAPALDYRVPRWCYTLNIQDGEATCYSPKGGNYHSSLGTRCELSCDRGFRLIGRRSVQCLPSRRWSGTAYCRQMRCHALPFITSGTYTCTNGVLLDSRCDYSCSSGYHLEGDRSRICMEDGRWSGGEPVCVDIDPPKIRCPHSREKMAEPEKLTARVYWDPPLVKDSADGTITRVTLRGPEPGSHFPEGEHVIRYTAYDRAYNRASCKFIVKVQVRRCPTLKPPQHGYLTCTSAGDNYGATCEYHCDGGYDRQG.... Result: 1 (interaction). (5) The miRNA is hsa-miR-3199 with sequence AGGGACUGCCUUAGGAGAAAGUU. The protein sequence of the target gene is MSELEQLRQEAEQLRNQIQDARKACNDATLVQITSNMDSVGRIQMRTRRTLRGHLAKIYAMHWGYDSRLLVSASQDGKLIIWDSYTTNKMHAIPLRSSWVMTCAYAPSGNYVACGGLDNICSIYNLKTREGNVRVSRELPGHTGYLSCCRFLDDGQIITSSGDTTCALWDIETGQQTTTFTGHSGDVMSLSLSPDLKTFVSGACDASSKLWDIRDGMCRQSFTGHISDINAVSFFPSGYAFATGSDDATCRLFDLRADQELLLYSHDNIICGITSVAFSKSGRLLLAGYDDFNCSVWDAL.... Result: 0 (no interaction). (6) Result: 0 (no interaction). The protein sequence of the target gene is MPSVSPAGPSAGAVPNATAVTTVRTNASGLEVPLFHLFARLDEELHGTFPGLWLALMAVHGAIFLAGLVLNGLALYVFCCRTRAKTPSVIYTINLVVTDLLVGLSLPTRFAVYYGARGCLRCAFPHVLGYFLNMHCSILFLTCICVDRYLAIVRPEGSRRCRQPACARAVCAFVWLAAGAVTLSVLGVTGSRPCCRVFALTVLEFLLPLLVISVFTGRIMCALSRPGLLHQGRQRRVRAMQLLLTVLIIFLVCFTPFHARQVAVALWPDMPHHTSLVVYHVAVTLSSLNSCMDPIVYCFV.... The miRNA is hsa-miR-6821-5p with sequence GUGCGUGGUGGCUCGAGGCGGGG. (7) The miRNA is hsa-miR-1468-5p with sequence CUCCGUUUGCCUGUUUCGCUG. The protein sequence of the target gene is MVAGWLTNYSQDSVTFEDVAVDFTQEEWTLLDQTQRNLYRDVMLENYKNLVAVDWESHINTKWSAPQQNFLQGKTSSVVEMERNHFGEELFDFNQCEKALSEHSCLKTHRRTYFRKKTCECNQCEKAFRKPSIFTLHKKTDIGEELPNCNQCETAFSQHLHLVCKKTSQNLHLVCKKTHTQEKPYKCSDCEKGLPSSSHLRECVRIYGGERPYTHKEYVETFSHSTALFVHMQTQDGEKFYECKACGKPFTESSYLTQHLRTHSRVLPIEHKKFGKAFAFSPDLAKHIRLRTRGKHYVCN.... Result: 0 (no interaction).